Dataset: Retrosynthesis with 50K atom-mapped reactions and 10 reaction types from USPTO. Task: Predict the reactants needed to synthesize the given product. The reactants are: CCI.COc1cc(C(=O)N2CCN(Cc3ccccc3)C(CO)C2)cc(OC)c1OC. Given the product CCOCC1CN(C(=O)c2cc(OC)c(OC)c(OC)c2)CCN1Cc1ccccc1, predict the reactants needed to synthesize it.